The task is: Predict the reaction yield, written as a fraction of the theoretical maximum amount of product (1.0 means a 100% yield; for example, 0.34 means a 34% yield).. This data is from Reaction yield outcomes from USPTO patents with 853,638 reactions. (1) The reactants are [N+:1]([C:4]1[C:9]([CH3:10])=[CH:8][C:7]([C:11]([CH3:14])([CH3:13])[CH3:12])=[CH:6][C:5]=1[CH3:15])([O-])=O.[Cl-].[Cl-].[Ca+2]. The catalyst is C(O)C.O.[Zn]. The product is [CH3:15][C:5]1[CH:6]=[C:7]([C:11]([CH3:13])([CH3:12])[CH3:14])[CH:8]=[C:9]([CH3:10])[C:4]=1[NH2:1]. The yield is 0.930. (2) The reactants are [Cl:1][C:2]1[CH:3]=[C:4]([CH:7]=[C:8]([O:10]C)[CH:9]=1)[C:5]#[N:6].[Li+].[I-].Cl. The catalyst is N1C(C)=CC(C)=CC=1C. The product is [Cl:1][C:2]1[CH:3]=[C:4]([CH:7]=[C:8]([OH:10])[CH:9]=1)[C:5]#[N:6]. The yield is 0.760. (3) The reactants are Cl[C:2]1[CH2:6][C:5]([CH3:8])([CH3:7])[CH2:4][C:3]=1[CH:9]=O.C(N(CC)CC)C.[SH:18][CH2:19][C:20]([O:22][CH2:23][CH3:24])=[O:21]. The catalyst is ClCCl. The product is [CH3:8][C:5]1([CH3:7])[CH2:6][C:2]2[S:18][C:19]([C:20]([O:22][CH2:23][CH3:24])=[O:21])=[CH:9][C:3]=2[CH2:4]1. The yield is 0.320.